This data is from Peptide-MHC class I binding affinity with 185,985 pairs from IEDB/IMGT. The task is: Regression. Given a peptide amino acid sequence and an MHC pseudo amino acid sequence, predict their binding affinity value. This is MHC class I binding data. (1) The peptide sequence is IPQSLWSWWTSL. The MHC is H-2-Ld with pseudo-sequence H-2-Ld. The binding affinity (normalized) is 0.917. (2) The peptide sequence is TQVLKTMSLY. The MHC is HLA-A03:01 with pseudo-sequence HLA-A03:01. The binding affinity (normalized) is 0.517.